From a dataset of Forward reaction prediction with 1.9M reactions from USPTO patents (1976-2016). Predict the product of the given reaction. (1) Given the reactants [H-].[Na+].[CH2:3]([O:10][C:11]([NH:13][C@H:14]1[CH2:18][CH2:17][N:16]([C:19]([O:21][C:22]([CH3:25])([CH3:24])[CH3:23])=[O:20])[CH2:15]1)=[O:12])[C:4]1[CH:9]=[CH:8][CH:7]=[CH:6][CH:5]=1.I[CH3:27].CO, predict the reaction product. The product is: [CH2:3]([O:10][C:11]([N:13]([C@H:14]1[CH2:18][CH2:17][N:16]([C:19]([O:21][C:22]([CH3:25])([CH3:24])[CH3:23])=[O:20])[CH2:15]1)[CH3:27])=[O:12])[C:4]1[CH:5]=[CH:6][CH:7]=[CH:8][CH:9]=1. (2) Given the reactants [H-].[Na+].[C:3]1([OH:9])[CH:8]=[CH:7][CH:6]=[CH:5][CH:4]=1.Br[C:11]1[CH:16]=[CH:15][CH:14]=[C:13]([O:17][CH2:18][C:19]2[CH:24]=[CH:23][C:22]([O:25][CH3:26])=[CH:21][CH:20]=2)[C:12]=1[CH3:27].C(=O)([O-])[O-].[Cs+].[Cs+].[OH-].[Na+], predict the reaction product. The product is: [CH3:26][O:25][C:22]1[CH:23]=[CH:24][C:19]([CH2:18][O:17][C:13]2[CH:14]=[CH:15][CH:16]=[C:11]([O:9][C:3]3[CH:8]=[CH:7][CH:6]=[CH:5][CH:4]=3)[C:12]=2[CH3:27])=[CH:20][CH:21]=1. (3) Given the reactants C[O:2][C:3](=[O:26])[C@@H:4]([N:12]1[CH2:16][C:15]([O:17][C:18]2[CH:19]=[C:20]([CH3:24])[CH:21]=[CH:22][CH:23]=2)=[CH:14][C:13]1=[O:25])[CH2:5][CH:6]1[CH2:11][CH2:10][CH2:9][CH2:8][CH2:7]1.[OH-].[Li+], predict the reaction product. The product is: [CH:6]1([CH2:5][C@H:4]([N:12]2[CH2:16][C:15]([O:17][C:18]3[CH:19]=[C:20]([CH3:24])[CH:21]=[CH:22][CH:23]=3)=[CH:14][C:13]2=[O:25])[C:3]([OH:26])=[O:2])[CH2:11][CH2:10][CH2:9][CH2:8][CH2:7]1. (4) Given the reactants CC(=[N:4][OH:5])C.CC([O-])(C)C.[K+].[Cl:12][C:13]1[CH:14]=[C:15]([N:24]2[C:32]3[C:27](=[CH:28][C:29]([C:34]#[N:35])=[C:30](F)[CH:31]=3)[C:26]3([CH2:37][CH2:36]3)[C:25]2=[O:38])[CH:16]=[N:17][C:18]=1[O:19][CH2:20][CH:21]([CH3:23])[CH3:22].Cl, predict the reaction product. The product is: [NH2:35][C:34]1[C:29]2[CH:28]=[C:27]3[C:32](=[CH:31][C:30]=2[O:5][N:4]=1)[N:24]([C:15]1[CH:16]=[N:17][C:18]([O:19][CH2:20][CH:21]([CH3:23])[CH3:22])=[C:13]([Cl:12])[CH:14]=1)[C:25](=[O:38])[C:26]13[CH2:37][CH2:36]1. (5) The product is: [Cl:32][C:26]1[CH:25]=[C:24]([C:21]2[CH:22]=[CH:23][N:19]([CH2:18][C@H:17]([NH:16][C:12]([C:11]3[N:7]=[C:6]([C:4]4[CH:5]=[N:1][NH:2][CH:3]=4)[S:8][CH:10]=3)=[O:14])[CH3:33])[N:20]=2)[CH:31]=[CH:30][C:27]=1[C:28]#[N:29]. Given the reactants [NH:1]1[CH:5]=[C:4]([C:6](=[S:8])[NH2:7])[CH:3]=[N:2]1.Br[CH2:10][C:11](=O)[C:12]([OH:14])=O.[NH2:16][C@H:17]([CH3:33])[CH2:18][N:19]1[CH:23]=[CH:22][C:21]([C:24]2[CH:31]=[CH:30][C:27]([C:28]#[N:29])=[C:26]([Cl:32])[CH:25]=2)=[N:20]1.C(Cl)Cl, predict the reaction product. (6) Given the reactants C([Li:5])CCC.[CH3:6][Si:7]([CH3:14])([CH3:13])[NH:8][Si:9]([CH3:12])([CH3:11])[CH3:10], predict the reaction product. The product is: [CH3:6][Si:7]([CH3:14])([CH3:13])[N-:8][Si:9]([CH3:12])([CH3:11])[CH3:10].[Li+:5]. (7) The product is: [C:1]([O:5][C:6](=[O:27])[NH:7][C:8]1[CH:13]=[C:12]([O:14][C:15]2[N:20]=[C:19]3[S:21][C:22]([NH:24][C:31]([CH:28]4[CH2:30][CH2:29]4)=[O:32])=[N:23][C:18]3=[CH:17][CH:16]=2)[C:11]([Cl:25])=[CH:10][C:9]=1[F:26])([CH3:4])([CH3:2])[CH3:3]. Given the reactants [C:1]([O:5][C:6](=[O:27])[NH:7][C:8]1[CH:13]=[C:12]([O:14][C:15]2[N:20]=[C:19]3[S:21][C:22]([NH2:24])=[N:23][C:18]3=[CH:17][CH:16]=2)[C:11]([Cl:25])=[CH:10][C:9]=1[F:26])([CH3:4])([CH3:3])[CH3:2].[CH:28]1([C:31](Cl)=[O:32])[CH2:30][CH2:29]1.C(=O)([O-])O.[Na+].C(=O)([O-])[O-].[Na+].[Na+].[Cl-].[NH4+], predict the reaction product. (8) Given the reactants FC1C=C(C2CCC3C(=CC=C(O)C=3)O2)C=CC=1.[F:19][C:20]1[CH:25]=[CH:24][CH:23]=[CH:22][C:21]=1[CH:26]1[CH2:35][CH:34](O)[C:33]2[C:28](=[CH:29][CH:30]=[C:31]([OH:37])[CH:32]=2)[O:27]1, predict the reaction product. The product is: [F:19][C:20]1[CH:25]=[CH:24][CH:23]=[CH:22][C:21]=1[CH:26]1[CH2:35][CH2:34][C:33]2[C:28](=[CH:29][CH:30]=[C:31]([OH:37])[CH:32]=2)[O:27]1. (9) The product is: [Cl:1][C:2]1[C:10]([C:11]#[N:12])=[CH:9][CH:8]=[C:7]2[C:3]=1[CH:4]=[C:5]([CH:13]([F:14])[F:15])[N:6]2[CH2:17][CH2:18][O:19][C:20]1[CH:25]=[N:24][C:23]([F:26])=[CH:22][CH:21]=1. Given the reactants [Cl:1][C:2]1[C:10]([C:11]#[N:12])=[CH:9][CH:8]=[C:7]2[C:3]=1[CH:4]=[C:5]([CH:13]([F:15])[F:14])[NH:6]2.Br[CH2:17][CH2:18][O:19][C:20]1[CH:21]=[CH:22][C:23]([F:26])=[N:24][CH:25]=1, predict the reaction product.